This data is from NCI-60 drug combinations with 297,098 pairs across 59 cell lines. The task is: Regression. Given two drug SMILES strings and cell line genomic features, predict the synergy score measuring deviation from expected non-interaction effect. (1) Drug 1: CCC(=C(C1=CC=CC=C1)C2=CC=C(C=C2)OCCN(C)C)C3=CC=CC=C3.C(C(=O)O)C(CC(=O)O)(C(=O)O)O. Drug 2: CC1=C(C(=CC=C1)Cl)NC(=O)C2=CN=C(S2)NC3=CC(=NC(=N3)C)N4CCN(CC4)CCO. Cell line: DU-145. Synergy scores: CSS=-1.88, Synergy_ZIP=1.54, Synergy_Bliss=1.48, Synergy_Loewe=-2.55, Synergy_HSA=-2.58. (2) Drug 1: COC1=NC(=NC2=C1N=CN2C3C(C(C(O3)CO)O)O)N. Drug 2: CC1C(C(CC(O1)OC2CC(CC3=C2C(=C4C(=C3O)C(=O)C5=C(C4=O)C(=CC=C5)OC)O)(C(=O)CO)O)N)O.Cl. Cell line: LOX IMVI. Synergy scores: CSS=40.3, Synergy_ZIP=-2.87, Synergy_Bliss=-2.09, Synergy_Loewe=-54.0, Synergy_HSA=-2.10. (3) Drug 1: CN(C)N=NC1=C(NC=N1)C(=O)N. Drug 2: CC(C)CN1C=NC2=C1C3=CC=CC=C3N=C2N. Cell line: M14. Synergy scores: CSS=-2.43, Synergy_ZIP=2.87, Synergy_Bliss=1.60, Synergy_Loewe=-2.49, Synergy_HSA=-2.59. (4) Drug 1: CC(CN1CC(=O)NC(=O)C1)N2CC(=O)NC(=O)C2. Drug 2: CC1=C(C(=O)C2=C(C1=O)N3CC4C(C3(C2COC(=O)N)OC)N4)N. Cell line: UACC62. Synergy scores: CSS=23.9, Synergy_ZIP=-15.4, Synergy_Bliss=-15.4, Synergy_Loewe=-11.9, Synergy_HSA=-10.4. (5) Drug 1: CC1=C(C(CCC1)(C)C)C=CC(=CC=CC(=CC(=O)O)C)C. Drug 2: CC(C)(C#N)C1=CC(=CC(=C1)CN2C=NC=N2)C(C)(C)C#N. Cell line: SN12C. Synergy scores: CSS=14.8, Synergy_ZIP=1.64, Synergy_Bliss=2.84, Synergy_Loewe=0.850, Synergy_HSA=1.24. (6) Drug 1: CS(=O)(=O)CCNCC1=CC=C(O1)C2=CC3=C(C=C2)N=CN=C3NC4=CC(=C(C=C4)OCC5=CC(=CC=C5)F)Cl. Drug 2: N.N.Cl[Pt+2]Cl. Cell line: SNB-19. Synergy scores: CSS=55.0, Synergy_ZIP=-3.35, Synergy_Bliss=-4.23, Synergy_Loewe=-4.70, Synergy_HSA=-1.10.